Dataset: NCI-60 drug combinations with 297,098 pairs across 59 cell lines. Task: Regression. Given two drug SMILES strings and cell line genomic features, predict the synergy score measuring deviation from expected non-interaction effect. (1) Drug 1: C1CC(C1)(C(=O)O)C(=O)O.[NH2-].[NH2-].[Pt+2]. Drug 2: CCC1(CC2CC(C3=C(CCN(C2)C1)C4=CC=CC=C4N3)(C5=C(C=C6C(=C5)C78CCN9C7C(C=CC9)(C(C(C8N6C)(C(=O)OC)O)OC(=O)C)CC)OC)C(=O)OC)O.OS(=O)(=O)O. Cell line: KM12. Synergy scores: CSS=0.492, Synergy_ZIP=0.480, Synergy_Bliss=-1.04, Synergy_Loewe=-6.98, Synergy_HSA=-4.92. (2) Drug 2: C1=NC(=NC(=O)N1C2C(C(C(O2)CO)O)O)N. Drug 1: CCCCC(=O)OCC(=O)C1(CC(C2=C(C1)C(=C3C(=C2O)C(=O)C4=C(C3=O)C=CC=C4OC)O)OC5CC(C(C(O5)C)O)NC(=O)C(F)(F)F)O. Cell line: A498. Synergy scores: CSS=38.8, Synergy_ZIP=-5.26, Synergy_Bliss=-3.69, Synergy_Loewe=-15.1, Synergy_HSA=-2.50. (3) Drug 1: CN1CCC(CC1)COC2=C(C=C3C(=C2)N=CN=C3NC4=C(C=C(C=C4)Br)F)OC. Drug 2: CC1=C(C=C(C=C1)C(=O)NC2=CC(=CC(=C2)C(F)(F)F)N3C=C(N=C3)C)NC4=NC=CC(=N4)C5=CN=CC=C5. Cell line: LOX IMVI. Synergy scores: CSS=6.73, Synergy_ZIP=-3.87, Synergy_Bliss=-5.07, Synergy_Loewe=-1.87, Synergy_HSA=-2.87. (4) Drug 1: C#CCC(CC1=CN=C2C(=N1)C(=NC(=N2)N)N)C3=CC=C(C=C3)C(=O)NC(CCC(=O)O)C(=O)O. Drug 2: CC1C(C(CC(O1)OC2CC(CC3=C2C(=C4C(=C3O)C(=O)C5=CC=CC=C5C4=O)O)(C(=O)C)O)N)O. Cell line: NCIH23. Synergy scores: CSS=40.2, Synergy_ZIP=-3.69, Synergy_Bliss=-4.51, Synergy_Loewe=-4.51, Synergy_HSA=-1.19.